Dataset: Forward reaction prediction with 1.9M reactions from USPTO patents (1976-2016). Task: Predict the product of the given reaction. Given the reactants OO.[CH:3]([OH:5])=O.[C:6]1([C:11]2[CH:16]=[CH:15][CH:14]=[CH:13][CH:12]=2)C[CH2:9][CH2:8][CH:7]=1, predict the reaction product. The product is: [C:11]1([CH:6]2[CH2:7][CH2:8][CH2:9][C:3]2=[O:5])[CH:16]=[CH:15][CH:14]=[CH:13][CH:12]=1.